Dataset: Acute oral toxicity (LD50) regression data from Zhu et al.. Task: Regression/Classification. Given a drug SMILES string, predict its toxicity properties. Task type varies by dataset: regression for continuous values (e.g., LD50, hERG inhibition percentage) or binary classification for toxic/non-toxic outcomes (e.g., AMES mutagenicity, cardiotoxicity, hepatotoxicity). Dataset: ld50_zhu. (1) The compound is ClC1=C(Cl)C(Cl)(C2(Cl)C(Cl)=C(Cl)C(Cl)=C2Cl)C(Cl)=C1Cl. The rat oral LD50 is 2.60, given as -log10 of the dose in mol/kg body weight (higher means more acutely toxic). (2) The drug is CCCCOP(=O)(OCCO)OCCCC. The rat oral LD50 is 2.44, given as -log10 of the dose in mol/kg body weight (higher means more acutely toxic). (3) The rat oral LD50 is 3.43, given as -log10 of the dose in mol/kg body weight (higher means more acutely toxic). The molecule is CCOP(=S)(OCC)SCC. (4) The compound is O=C1CCCC(=O)O1. The rat oral LD50 is 1.41, given as -log10 of the dose in mol/kg body weight (higher means more acutely toxic). (5) The drug is CCOC(C)COC(C)CO. The rat oral LD50 is 1.64, given as -log10 of the dose in mol/kg body weight (higher means more acutely toxic). (6) The compound is O=C1C(=O)c2ncccc2-c2cccnc21. The rat oral LD50 is 4.62, given as -log10 of the dose in mol/kg body weight (higher means more acutely toxic). (7) The compound is CCC(Cc1c(I)cc(I)c(N)c1I)C(=O)O. The rat oral LD50 is 2.57, given as -log10 of the dose in mol/kg body weight (higher means more acutely toxic).